This data is from Forward reaction prediction with 1.9M reactions from USPTO patents (1976-2016). The task is: Predict the product of the given reaction. Given the reactants C[O:2][C:3](=O)/[CH:4]=[CH:5]/[C:6]1[CH:11]=[CH:10][C:9]([CH2:12][C:13]2[C:14]([CH2:24][CH3:25])=[N:15][N:16]3[C:21]([CH3:22])=[CH:20][C:19]([CH3:23])=[N:18][C:17]=23)=[CH:8][CH:7]=1.CC(C[AlH]CC(C)C)C, predict the reaction product. The product is: [CH2:24]([C:14]1[C:13]([CH2:12][C:9]2[CH:8]=[CH:7][C:6](/[CH:5]=[CH:4]/[CH2:3][OH:2])=[CH:11][CH:10]=2)=[C:17]2[N:18]=[C:19]([CH3:23])[CH:20]=[C:21]([CH3:22])[N:16]2[N:15]=1)[CH3:25].